Task: Regression. Given two drug SMILES strings and cell line genomic features, predict the synergy score measuring deviation from expected non-interaction effect.. Dataset: NCI-60 drug combinations with 297,098 pairs across 59 cell lines (1) Drug 1: C1CCC(C1)C(CC#N)N2C=C(C=N2)C3=C4C=CNC4=NC=N3. Drug 2: CC1=C(C(CCC1)(C)C)C=CC(=CC=CC(=CC(=O)O)C)C. Cell line: MCF7. Synergy scores: CSS=26.7, Synergy_ZIP=-1.27, Synergy_Bliss=5.47, Synergy_Loewe=-6.02, Synergy_HSA=5.67. (2) Drug 1: CC1C(C(CC(O1)OC2CC(CC3=C2C(=C4C(=C3O)C(=O)C5=C(C4=O)C(=CC=C5)OC)O)(C(=O)C)O)N)O.Cl. Drug 2: C1=CC(=CC=C1C#N)C(C2=CC=C(C=C2)C#N)N3C=NC=N3. Cell line: SN12C. Synergy scores: CSS=14.8, Synergy_ZIP=-5.28, Synergy_Bliss=-4.09, Synergy_Loewe=-22.6, Synergy_HSA=-6.34. (3) Drug 1: CC(CN1CC(=O)NC(=O)C1)N2CC(=O)NC(=O)C2. Drug 2: C1=NNC2=C1C(=O)NC=N2. Cell line: SK-MEL-28. Synergy scores: CSS=-1.31, Synergy_ZIP=-1.50, Synergy_Bliss=4.18, Synergy_Loewe=-8.49, Synergy_HSA=0.165.